Task: Predict the reactants needed to synthesize the given product.. Dataset: Full USPTO retrosynthesis dataset with 1.9M reactions from patents (1976-2016) (1) Given the product [Cl:31][C:6]1[C:5]2[C:10](=[CH:11][C:12]([O:13][CH2:14][CH2:15][CH2:16][N:17]3[CH2:22][CH2:21][O:20][CH2:19][CH2:18]3)=[C:3]([O:2][CH3:1])[CH:4]=2)[N:9]=[CH:8][N:7]=1, predict the reactants needed to synthesize it. The reactants are: [CH3:1][O:2][C:3]1[CH:4]=[C:5]2[C:10](=[CH:11][C:12]=1[O:13][CH2:14][CH2:15][CH2:16][N:17]1[CH2:22][CH2:21][O:20][CH2:19][CH2:18]1)[N:9]=[CH:8][NH:7][C:6]2=O.CN(C)C=O.S(Cl)([Cl:31])=O. (2) Given the product [CH:1]([O:3][C:4]1[CH:5]=[CH:6][CH:7]=[C:8]2[C:12]=1[NH:11][CH:10]=[CH:9]2)([CH3:14])[CH3:2], predict the reactants needed to synthesize it. The reactants are: [CH2:1]([O:3][C:4]1[CH:5]=[CH:6][CH:7]=[C:8]2[C:12]=1[NH:11][CH:10]=[CH:9]2)[CH3:2].I[CH:14](C)C. (3) Given the product [F:1][C:2]([F:7])([F:6])[C:3]([OH:5])=[O:4].[F:8][C:9]([F:14])([F:13])[C:10]([OH:12])=[O:11].[Cl:22][C:23]1[CH:24]=[N:25][C:26]2[NH:27][C:28]3[CH:29]=[N:30][CH:31]=[C:32]([CH:53]=3)[CH2:33][CH2:34][C:35]3[CH:43]=[C:39]([NH:40][C:41]=1[N:42]=2)[CH:38]=[CH:37][C:36]=3[O:44][CH2:45][CH2:46][CH:47]1[CH2:48][CH2:49][N:50]([C:55]([NH:54][C:57]2[CH:61]=[CH:60][S:59][CH:58]=2)=[O:56])[CH2:51][CH2:52]1, predict the reactants needed to synthesize it. The reactants are: [F:1][C:2]([F:7])([F:6])[C:3]([OH:5])=[O:4].[F:8][C:9]([F:14])([F:13])[C:10]([OH:12])=[O:11].FC(F)(F)C(O)=O.[Cl:22][C:23]1[CH:24]=[N:25][C:26]2[NH:27][C:28]3[CH:29]=[N:30][CH:31]=[C:32]([CH:53]=3)[CH2:33][CH2:34][C:35]3[CH:43]=[C:39]([NH:40][C:41]=1[N:42]=2)[CH:38]=[CH:37][C:36]=3[O:44][CH2:45][CH2:46][CH:47]1[CH2:52][CH2:51][NH:50][CH2:49][CH2:48]1.[N:54]([C:57]1[CH:61]=[CH:60][S:59][CH:58]=1)=[C:55]=[O:56]. (4) Given the product [C:1]1([C:7]2[C:11]([CH2:12][CH2:13][CH2:14][O:15][C:27]3[CH:32]=[CH:31][CH:30]=[CH:29][C:28]=3[CH2:33][C:34]([OH:36])=[O:35])=[CH:10][N:9]([C:16]3[CH:21]=[CH:20][C:19]([C:22]([F:24])([F:23])[F:25])=[CH:18][N:17]=3)[N:8]=2)[CH:2]=[CH:3][CH:4]=[CH:5][CH:6]=1, predict the reactants needed to synthesize it. The reactants are: [C:1]1([C:7]2[C:11]([CH2:12][CH2:13][CH2:14][OH:15])=[CH:10][N:9]([C:16]3[CH:21]=[CH:20][C:19]([C:22]([F:25])([F:24])[F:23])=[CH:18][N:17]=3)[N:8]=2)[CH:6]=[CH:5][CH:4]=[CH:3][CH:2]=1.O[C:27]1[CH:32]=[CH:31][CH:30]=[CH:29][C:28]=1[CH2:33][C:34]([O:36]C)=[O:35].C(P(CCCC)CCCC)CCC.N(C(N1CCCCC1)=O)=NC(N1CCCCC1)=O. (5) Given the product [Cl:11][C:9]1[CH:8]=[CH:7][N:6]=[C:5]2[NH:4][C:3](=[O:12])[CH2:2][C:10]=12, predict the reactants needed to synthesize it. The reactants are: Br[C:2]1(Br)[C:10]2[C:5](=[N:6][CH:7]=[CH:8][C:9]=2[Cl:11])[NH:4][C:3]1=[O:12].CC(O)=O.CO.CCOC(C)=O. (6) Given the product [CH2:1]([O:8][C:9]([C@H:11]1[CH2:16][CH2:15][C@@H:14]([NH:17][C:18]([C:20]2[C:21]([O:36][C:32]3[CH:33]=[CH:34][CH:35]=[C:30]([S:29][CH3:28])[CH:31]=3)=[N:22][CH:23]=[C:24]([F:26])[CH:25]=2)=[O:19])[CH2:13][CH2:12]1)=[O:10])[C:2]1[CH:7]=[CH:6][CH:5]=[CH:4][CH:3]=1, predict the reactants needed to synthesize it. The reactants are: [CH2:1]([O:8][C:9]([C@H:11]1[CH2:16][CH2:15][C@@H:14]([NH:17][C:18]([C:20]2[C:21](Cl)=[N:22][CH:23]=[C:24]([F:26])[CH:25]=2)=[O:19])[CH2:13][CH2:12]1)=[O:10])[C:2]1[CH:7]=[CH:6][CH:5]=[CH:4][CH:3]=1.[CH3:28][S:29][C:30]1[CH:31]=[C:32]([OH:36])[CH:33]=[CH:34][CH:35]=1.C(=O)([O-])[O-].[Cs+].[Cs+]. (7) Given the product [CH2:8]([C:12]1[CH:13]=[C:14]([Br:34])[CH:15]=[CH:16][CH:17]=1)[CH2:9][CH2:10][CH3:11], predict the reactants needed to synthesize it. The reactants are: FC(F)(F)C(O)=O.[CH2:8]([C:12]1[CH:13]=[C:14](C2C=C(C3NC4CCNC(=O)C=4C=3)C=CN=2)[CH:15]=[CH:16][CH:17]=1)[CH2:9][CH2:10][CH3:11].[Br:34]C1C=CC=C(I)C=1.C(B(CCCC)CCCC)CCC.P([O-])([O-])([O-])=O.[K+].[K+].[K+].